Dataset: Forward reaction prediction with 1.9M reactions from USPTO patents (1976-2016). Task: Predict the product of the given reaction. Given the reactants [ClH:1].[C:2]1([CH2:8][CH2:9][C:10]2[N:11]=[C:12]([CH:15]3[CH2:20][CH2:19][N:18](C(OC(C)(C)C)=O)[CH2:17][CH2:16]3)[S:13][CH:14]=2)[CH:7]=[CH:6][CH:5]=[CH:4][CH:3]=1, predict the reaction product. The product is: [ClH:1].[C:2]1([CH2:8][CH2:9][C:10]2[N:11]=[C:12]([CH:15]3[CH2:20][CH2:19][NH:18][CH2:17][CH2:16]3)[S:13][CH:14]=2)[CH:7]=[CH:6][CH:5]=[CH:4][CH:3]=1.